This data is from Full USPTO retrosynthesis dataset with 1.9M reactions from patents (1976-2016). The task is: Predict the reactants needed to synthesize the given product. Given the product [Br:9][C:10]1[CH:11]=[C:12]([CH:25]=[CH:26][CH:27]=1)[CH2:13][O:14][C:15]1[CH:20]=[CH:19][C:18]([O:2][C:1]2[CH:8]=[CH:7][C:5]([OH:6])=[CH:4][CH:3]=2)=[C:17]([N+:22]([O-:24])=[O:23])[CH:16]=1, predict the reactants needed to synthesize it. The reactants are: [C:1]1([CH:8]=[CH:7][C:5]([OH:6])=[CH:4][CH:3]=1)[OH:2].[Br:9][C:10]1[CH:11]=[C:12]([CH:25]=[CH:26][CH:27]=1)[CH2:13][O:14][C:15]1[CH:20]=[CH:19][C:18](Cl)=[C:17]([N+:22]([O-:24])=[O:23])[CH:16]=1.Cl.